This data is from Reaction yield outcomes from USPTO patents with 853,638 reactions. The task is: Predict the reaction yield, written as a fraction of the theoretical maximum amount of product (1.0 means a 100% yield; for example, 0.34 means a 34% yield). (1) The reactants are [NH2-].[Na+].[CH3:3][C:4](=[O:9])[C:5]([CH3:8])([CH3:7])[CH3:6].[Cl:10][C:11]1[CH:16]=[CH:15][C:14]([C:17]2[N:21]([C:22]3[CH:27]=[CH:26][C:25]([Cl:28])=[CH:24][C:23]=3[Cl:29])[N:20]=[C:19]([C:30](OCC)=[O:31])[C:18]=2[CH3:35])=[CH:13][CH:12]=1.Cl. The catalyst is C1COCC1. The product is [Cl:10][C:11]1[CH:12]=[CH:13][C:14]([C:17]2[N:21]([C:22]3[CH:27]=[CH:26][C:25]([Cl:28])=[CH:24][C:23]=3[Cl:29])[N:20]=[C:19]([C:30](=[O:31])/[CH:3]=[C:4](\[OH:9])/[C:5]([CH3:8])([CH3:7])[CH3:6])[C:18]=2[CH3:35])=[CH:15][CH:16]=1. The yield is 0.370. (2) The reactants are [CH3:1][N:2]1[CH2:6][CH2:5][CH2:4][C@H:3]1[C:7]1[CH:8]=[C:9]([OH:13])[CH:10]=[N:11][CH:12]=1.Br[CH2:15][CH2:16][NH:17][C:18](=[O:24])[O:19][C:20]([CH3:23])([CH3:22])[CH3:21].C(=O)([O-])[O-].[K+].[K+]. The catalyst is CN(C=O)C. The product is [CH3:1][N:2]1[CH2:6][CH2:5][CH2:4][C@H:3]1[C:7]1[CH:8]=[C:9]([O:13][CH2:15][CH2:16][NH:17][C:18](=[O:24])[O:19][C:20]([CH3:23])([CH3:22])[CH3:21])[CH:10]=[N:11][CH:12]=1. The yield is 0.340. (3) The reactants are [CH3:1][S:2]([O:5][CH2:6][C@@H:7]([OH:15])[CH2:8][CH2:9][O:10][S:11]([CH3:14])(=[O:13])=[O:12])(=[O:4])=[O:3].[C:16]([Si:20](Cl)([C:27]1[CH:32]=[CH:31][CH:30]=[CH:29][CH:28]=1)[C:21]1[CH:26]=[CH:25][CH:24]=[CH:23][CH:22]=1)([CH3:19])([CH3:18])[CH3:17].N1C=CN=C1. The catalyst is CN(C=O)C. The product is [CH3:1][S:2]([O:5][CH2:6][C@@H:7]([O:15][Si:20]([C:16]([CH3:19])([CH3:18])[CH3:17])([C:27]1[CH:28]=[CH:29][CH:30]=[CH:31][CH:32]=1)[C:21]1[CH:26]=[CH:25][CH:24]=[CH:23][CH:22]=1)[CH2:8][CH2:9][O:10][S:11]([CH3:14])(=[O:12])=[O:13])(=[O:3])=[O:4]. The yield is 0.930. (4) The reactants are Cl.Cl.[C:3]([C:7]1[CH:12]=[CH:11][CH:10]=[CH:9][C:8]=1[N:13]1[CH2:18][CH2:17][NH:16][CH2:15][CH2:14]1)([CH3:6])([CH3:5])[CH3:4].[C:19]1([N:25]2[CH2:32][CH2:31][CH2:30][C@H:26]2[C:27](O)=[O:28])[CH:24]=[CH:23][CH:22]=[CH:21][CH:20]=1.C(N(CC)CC)C.CCN=C=NCCCN(C)C.C1C=CC2N(O)N=NC=2C=1. The catalyst is C(#N)C. The product is [C:3]([C:7]1[CH:12]=[CH:11][CH:10]=[CH:9][C:8]=1[N:13]1[CH2:18][CH2:17][N:16]([C:27]([C:26]2[N:25]([C:19]3[CH:24]=[CH:23][CH:22]=[CH:21][CH:20]=3)[CH:32]=[CH:31][CH:30]=2)=[O:28])[CH2:15][CH2:14]1)([CH3:6])([CH3:4])[CH3:5]. The yield is 0.250.